This data is from Acute oral toxicity (LD50) regression data from Zhu et al.. The task is: Regression/Classification. Given a drug SMILES string, predict its toxicity properties. Task type varies by dataset: regression for continuous values (e.g., LD50, hERG inhibition percentage) or binary classification for toxic/non-toxic outcomes (e.g., AMES mutagenicity, cardiotoxicity, hepatotoxicity). Dataset: ld50_zhu. (1) The molecule is CC1CCC=C2N(C)C=C(C(N)=O)C(=O)N21. The rat oral LD50 is 2.47, given as -log10 of the dose in mol/kg body weight (higher means more acutely toxic). (2) The molecule is Cc1cc(C)n(SC(Cl)(Cl)Cl)n1. The rat oral LD50 is 2.63, given as -log10 of the dose in mol/kg body weight (higher means more acutely toxic). (3) The compound is O=C(CN1CC1)NCCCCCCCCNC(=O)CN1CC1. The rat oral LD50 is 3.14, given as -log10 of the dose in mol/kg body weight (higher means more acutely toxic).